From a dataset of Full USPTO retrosynthesis dataset with 1.9M reactions from patents (1976-2016). Predict the reactants needed to synthesize the given product. (1) Given the product [C:10]([C:3]1[CH:4]=[C:5]([O:8][CH3:9])[CH:6]=[CH:7][C:2]=1[NH:1][S:26]([C:23]1[CH:22]=[CH:21][C:20]([O:19][CH3:18])=[CH:25][CH:24]=1)(=[O:28])=[O:27])(=[O:11])[C:12]1[CH:13]=[CH:14][CH:15]=[CH:16][CH:17]=1, predict the reactants needed to synthesize it. The reactants are: [NH2:1][C:2]1[CH:7]=[CH:6][C:5]([O:8][CH3:9])=[CH:4][C:3]=1[C:10]([C:12]1[CH:17]=[CH:16][CH:15]=[CH:14][CH:13]=1)=[O:11].[CH3:18][O:19][C:20]1[CH:25]=[CH:24][C:23]([S:26](Cl)(=[O:28])=[O:27])=[CH:22][CH:21]=1. (2) Given the product [CH2:17]([O:16][C:14](=[O:15])[C@H:13]([NH2:24])[CH2:12][C:11]([N:7]1[C:8]2[C:4](=[CH:3][C:2]([Br:1])=[CH:10][CH:9]=2)[C:5](/[C:33](/[C:45]#[N:46])=[CH:34]/[C:35]2[CH:40]=[C:39]([C:41]#[N:42])[CH:38]=[CH:37][C:36]=2[O:43][CH3:44])=[CH:6]1)=[O:32])[C:18]1[CH:23]=[CH:22][CH:21]=[CH:20][CH:19]=1, predict the reactants needed to synthesize it. The reactants are: [Br:1][C:2]1[CH:3]=[C:4]2[C:8](=[CH:9][CH:10]=1)[N:7]([C:11](=[O:32])[CH2:12][C@@H:13]([NH:24]C(OC(C)(C)C)=O)[C:14]([O:16][CH2:17][C:18]1[CH:23]=[CH:22][CH:21]=[CH:20][CH:19]=1)=[O:15])[CH:6]=[C:5]2/[C:33](/[C:45]#[N:46])=[CH:34]/[C:35]1[CH:40]=[C:39]([C:41]#[N:42])[CH:38]=[CH:37][C:36]=1[O:43][CH3:44].Cl.C1OCCOC1. (3) Given the product [Cl:1][C:2]1[CH:7]=[CH:6][C:5]([C:8]([CH3:13])([CH3:14])[C:9]([OH:11])=[O:10])=[C:4]([F:15])[CH:3]=1, predict the reactants needed to synthesize it. The reactants are: [Cl:1][C:2]1[CH:7]=[CH:6][C:5]([C:8]([CH3:14])([CH3:13])[C:9]([O:11]C)=[O:10])=[C:4]([F:15])[CH:3]=1.[OH-].[K+]. (4) The reactants are: [OH:1][CH2:2][CH2:3][N:4]1[CH2:8][CH2:7][O:6][C:5]1=[O:9].CCN(C(C)C)C(C)C.[S:19](Cl)([CH3:22])(=[O:21])=[O:20]. Given the product [O:9]=[C:5]1[N:4]([CH2:3][CH2:2][O:1][S:19]([CH3:22])(=[O:21])=[O:20])[CH2:8][CH2:7][O:6]1, predict the reactants needed to synthesize it. (5) Given the product [Cl:1][C:2]1[C:3]([I:21])=[C:4]2[N:10]=[C:9]([C:11]3[CH:20]=[CH:19][C:14]([C:15]([OH:17])=[O:16])=[CH:13][CH:12]=3)[NH:8][C:5]2=[N:6][CH:7]=1, predict the reactants needed to synthesize it. The reactants are: [Cl:1][C:2]1[C:3]([I:21])=[C:4]2[N:10]=[C:9]([C:11]3[CH:20]=[CH:19][C:14]([C:15]([O:17]C)=[O:16])=[CH:13][CH:12]=3)[NH:8][C:5]2=[N:6][CH:7]=1.O.[OH-].[Li+].Cl.